This data is from Full USPTO retrosynthesis dataset with 1.9M reactions from patents (1976-2016). The task is: Predict the reactants needed to synthesize the given product. (1) Given the product [NH2:14][C:13]1[C:12](=[N:11][NH:10][C:8]2[CH:7]=[CH:6][C:5]3[O:32][CH2:2][O:3][C:4]=3[CH:9]=2)[C:15]([NH2:16])=[N:34][N:33]=1, predict the reactants needed to synthesize it. The reactants are: O1[C:5]2[CH:6]=[CH:7][C:8]([NH:10][N:11]=[C:12]([C:15]#[N:16])[C:13]#[N:14])=[CH:9][C:4]=2[O:3][CH2:2]1.C1OC2C=CC(N)=CC=2O1.C(#N)CC#N.[OH2:32].[NH2:33][NH2:34]. (2) Given the product [O:9]1[C:10]2[C:15](=[CH:14][CH:13]=[CH:12][CH:11]=2)[C:16](=[O:17])[C:7]([C:6]2[CH:1]=[CH:2][CH:3]=[CH:4][CH:5]=2)=[CH:8]1, predict the reactants needed to synthesize it. The reactants are: [CH:1]1[C:6]([C:7]2[C:16](=[O:17])[C:15]3[C:14](O)=[CH:13][C:12](O)=[CH:11][C:10]=3[O:9][CH:8]=2)=[CH:5][CH:4]=[C:3](O)[CH:2]=1.C([O-])([O-])=O.[K+].[K+].CI. (3) Given the product [F:1][C:2]1[C:11]([C:26]2[CH:25]=[CH:24][CH:23]=[C:22]([F:21])[CH:27]=2)=[CH:10][CH:9]=[C:8]([F:20])[C:3]=1[C:4]([O:6][CH3:7])=[O:5], predict the reactants needed to synthesize it. The reactants are: [F:1][C:2]1[C:11](OS(C(F)(F)F)(=O)=O)=[CH:10][CH:9]=[C:8]([F:20])[C:3]=1[C:4]([O:6][CH3:7])=[O:5].[F:21][C:22]1[CH:23]=[C:24](B(O)O)[CH:25]=[CH:26][CH:27]=1.C([O-])([O-])=O.[K+].[K+]. (4) The reactants are: [Cl:1][C:2]1[C:3]([F:25])=[C:4]([NH:8][C:9]2[C:18]3[C:13](=[CH:14][C:15]([O:23][CH3:24])=[C:16]([CH2:19][NH:20][CH2:21][CH3:22])[CH:17]=3)[N:12]=[CH:11][N:10]=2)[CH:5]=[CH:6][CH:7]=1.CC[O:28][C:29]([C@H:31](OS(C(F)(F)F)(=O)=O)[CH3:32])=[O:30]. Given the product [Cl:1][C:2]1[C:3]([F:25])=[C:4]([NH:8][C:9]2[C:18]3[C:13](=[CH:14][C:15]([O:23][CH3:24])=[C:16]([CH2:19][N:20]([CH2:21][CH3:22])[C@H:31]([C:29]([OH:28])=[O:30])[CH3:32])[CH:17]=3)[N:12]=[CH:11][N:10]=2)[CH:5]=[CH:6][CH:7]=1, predict the reactants needed to synthesize it. (5) Given the product [Cl:32][C:29]1[CH:30]=[CH:31][C:26]([NH:25][C:23](=[O:24])[C:22]2[CH:33]=[CH:34][C:35]([C:37]([O:39][CH3:40])=[O:38])=[CH:36][C:21]=2[NH:20][C:13]([CH:10]2[CH2:9][CH2:8][N:7]([CH:4]([CH3:3])[CH3:5])[CH2:12][CH2:11]2)=[O:15])=[N:27][CH:28]=1, predict the reactants needed to synthesize it. The reactants are: N1C=[CH:5][C:4]([N:7]2[CH2:12][CH2:11][CH:10]([C:13]([OH:15])=O)[CH2:9][CH2:8]2)=[CH:3]C=1.S(Cl)(Cl)=O.[NH2:20][C:21]1[CH:36]=[C:35]([C:37]([O:39][CH3:40])=[O:38])[CH:34]=[CH:33][C:22]=1[C:23]([NH:25][C:26]1[CH:31]=[CH:30][C:29]([Cl:32])=[CH:28][N:27]=1)=[O:24]. (6) Given the product [OH:1][C:2]1[CH:12]=[CH:11][CH:10]=[CH:9][C:3]=1[CH2:4][CH2:5][CH2:6][C:7]([NH:14][CH3:13])=[O:8], predict the reactants needed to synthesize it. The reactants are: [O:1]1[C:7](=[O:8])[CH2:6][CH2:5][CH2:4][C:3]2[CH:9]=[CH:10][CH:11]=[CH:12][C:2]1=2.[CH3:13][NH2:14]. (7) Given the product [Br:1][C:2]1[CH:3]=[CH:4][C:5]([CH2:8][CH2:9][CH2:10][OH:11])=[CH:6][CH:7]=1, predict the reactants needed to synthesize it. The reactants are: [Br:1][C:2]1[CH:7]=[CH:6][C:5]([CH2:8][CH2:9][C:10](O)=[O:11])=[CH:4][CH:3]=1.Cl. (8) Given the product [Cl:15][C:16]1[N:21]=[C:20]([Cl:22])[C:19]([CH2:23][NH:6][C:5]2[CH:7]=[CH:8][C:9]([C:10]3[O:14][CH:13]=[N:12][CH:11]=3)=[C:3]([O:2][CH3:1])[CH:4]=2)=[C:18]([Cl:25])[N:17]=1, predict the reactants needed to synthesize it. The reactants are: [CH3:1][O:2][C:3]1[CH:4]=[C:5]([CH:7]=[CH:8][C:9]=1[C:10]1[O:14][CH:13]=[N:12][CH:11]=1)[NH2:6].[Cl:15][C:16]1[N:21]=[C:20]([Cl:22])[C:19]([CH:23]=O)=[C:18]([Cl:25])[N:17]=1.